From a dataset of Forward reaction prediction with 1.9M reactions from USPTO patents (1976-2016). Predict the product of the given reaction. Given the reactants [C:1]([O:5][C:6]([N:8]([C:10](=[O:17])[C:11]1[CH:16]=[CH:15][CH:14]=[CH:13][CH:12]=1)[NH2:9])=[O:7])([CH3:4])([CH3:3])[CH3:2].[Cl:18]N1C(=O)CCC1=O, predict the reaction product. The product is: [C:1]([O:5][C:6]([N:8]([C:10](=[O:17])[C:11]1[CH:16]=[CH:15][CH:14]=[CH:13][CH:12]=1)[NH:9][Cl:18])=[O:7])([CH3:4])([CH3:2])[CH3:3].